Dataset: Full USPTO retrosynthesis dataset with 1.9M reactions from patents (1976-2016). Task: Predict the reactants needed to synthesize the given product. (1) Given the product [N:3]1[C:4]2[N:5]([C:8]3[CH:14]=[CH:13][CH:12]=[CH:11][C:9]=3[N:10]=2)[CH:6]=[CH:7][C:2]=1[C:21]1[CH:20]=[C:19]([F:22])[CH:18]=[CH:17][C:16]=1[NH2:15], predict the reactants needed to synthesize it. The reactants are: Br[C:2]1[CH:7]=[CH:6][N:5]2[C:8]3[CH:14]=[CH:13][CH:12]=[CH:11][C:9]=3[N:10]=[C:4]2[N:3]=1.[NH2:15][C:16]1[CH:21]=[CH:20][C:19]([F:22])=[CH:18][C:17]=1B(O)O. (2) Given the product [NH2:45][C:42]1[CH:41]=[CH:40][C:39]([CH2:38][CH2:37][O:36][CH2:35][CH2:34][CH2:33][CH2:32][CH2:31][CH2:30][N:22]([CH2:21][C@@H:20]([C:12]2[CH:11]=[CH:10][C:9]([O:8][C:6]([O:5][C:1]([CH3:4])([CH3:3])[CH3:2])=[O:7])=[C:18]3[C:13]=2[CH:14]=[CH:15][C:16](=[O:19])[NH:17]3)[O:48][Si:49]([C:52]([CH3:55])([CH3:54])[CH3:53])([CH3:51])[CH3:50])[C:23](=[O:29])[O:24][C:25]([CH3:28])([CH3:27])[CH3:26])=[CH:44][CH:43]=1, predict the reactants needed to synthesize it. The reactants are: [C:1]([O:5][C:6]([O:8][C:9]1[CH:10]=[CH:11][C:12]([C@@H:20]([O:48][Si:49]([C:52]([CH3:55])([CH3:54])[CH3:53])([CH3:51])[CH3:50])[CH2:21][N:22]([CH2:30][CH2:31][CH2:32][CH2:33][CH2:34][CH2:35][O:36][CH2:37][CH2:38][C:39]2[CH:44]=[CH:43][C:42]([N+:45]([O-])=O)=[CH:41][CH:40]=2)[C:23](=[O:29])[O:24][C:25]([CH3:28])([CH3:27])[CH3:26])=[C:13]2[C:18]=1[NH:17][C:16](=[O:19])[CH:15]=[CH:14]2)=[O:7])([CH3:4])([CH3:3])[CH3:2].C.O.NN. (3) Given the product [F:30][C:27]([F:28])([F:29])[C:25]1[CH:24]=[C:23]([C:31]([CH3:52])([CH3:51])[C:32]([N:34]([C:36]2[CH:37]=[N:38][C:39]([N:11]3[CH2:10][CH2:9][N:3]4[CH2:4][C@H:5]([CH2:7][OH:8])[NH:6][CH2:1][CH:2]4[CH2:12]3)=[CH:40][C:41]=2[C:42]2[CH:47]=[CH:46][C:45]([F:48])=[CH:44][C:43]=2[CH3:49])[CH3:35])=[O:33])[CH:22]=[C:21]([C:20]([F:54])([F:19])[F:53])[CH:26]=1, predict the reactants needed to synthesize it. The reactants are: [CH2:1]1[NH:6][C@@H:5]([CH2:7][OH:8])[CH2:4][N:3]2[CH2:9][CH2:10][NH:11][CH2:12][CH:2]12.C([O-])([O-])=O.[K+].[K+].[F:19][C:20]([F:54])([F:53])[C:21]1[CH:22]=[C:23]([C:31]([CH3:52])([CH3:51])[C:32]([N:34]([C:36]2[CH:37]=[N:38][C:39](Cl)=[CH:40][C:41]=2[C:42]2[CH:47]=[CH:46][C:45]([F:48])=[CH:44][C:43]=2[CH3:49])[CH3:35])=[O:33])[CH:24]=[C:25]([C:27]([F:30])([F:29])[F:28])[CH:26]=1. (4) Given the product [C:22]1([S:28]([CH:31]2[CH2:32][C:10]3([C:16]4[CH:21]=[CH:20][CH:19]=[CH:18][CH:17]=4)[N:9]([CH2:8][C:2]4[CH:3]=[CH:4][CH:5]=[CH:6][CH:7]=4)[CH:14]2[CH:13]=[CH:12][C:11]3=[O:15])(=[O:30])=[O:29])[CH:27]=[CH:26][CH:25]=[CH:24][CH:23]=1, predict the reactants needed to synthesize it. The reactants are: [Br-].[C:2]1([CH2:8][N+:9]2[CH:14]=[CH:13][CH:12]=[C:11]([OH:15])[C:10]=2[C:16]2[CH:21]=[CH:20][CH:19]=[CH:18][CH:17]=2)[CH:7]=[CH:6][CH:5]=[CH:4][CH:3]=1.[C:22]1([S:28]([CH:31]=[CH2:32])(=[O:30])=[O:29])[CH:27]=[CH:26][CH:25]=[CH:24][CH:23]=1. (5) Given the product [C:12]([OH:15])(=[O:14])[CH3:13].[C:8]([C:5]1[N:6]=[CH:7][C:2]([NH:1][C:16](=[O:18])[CH3:17])=[CH:3][CH:4]=1)(=[NH:9])[NH2:10], predict the reactants needed to synthesize it. The reactants are: [NH2:1][C:2]1[CH:3]=[CH:4][C:5]([C:8]([NH:10]O)=[NH:9])=[N:6][CH:7]=1.[C:12]([O:15][C:16](=[O:18])[CH3:17])(=[O:14])[CH3:13].[H][H]. (6) Given the product [Cl:21][C:18]1[N:17]=[N:16][C:15]([CH2:14][O:11][C:8]2[CH:9]=[CH:10][C:5]([S:2]([CH3:1])(=[O:3])=[O:4])=[CH:6][CH:7]=2)=[CH:20][CH:19]=1, predict the reactants needed to synthesize it. The reactants are: [CH3:1][S:2]([C:5]1[CH:10]=[CH:9][C:8]([O-:11])=[CH:7][CH:6]=1)(=[O:4])=[O:3].[K+].Br[CH2:14][C:15]1[N:16]=[N:17][C:18]([Cl:21])=[CH:19][CH:20]=1.O. (7) Given the product [C:20]([C@@:1]1([N:10]2[C:19]3[N:18]=[CH:17][N:16]=[C:14]([OH:15])[C:13]=3[N:12]=[CH:11]2)[O:9][C@H:6]([CH2:7][OH:8])[C@@H:4]([OH:5])[C@H:2]1[OH:3])(=[O:36])[CH2:21][CH2:22][CH2:23][CH2:24][CH2:25][CH2:26][CH2:27][CH2:28][CH2:29][CH2:30][CH2:31][CH2:32][CH2:33][CH2:34][CH3:35], predict the reactants needed to synthesize it. The reactants are: [C@@H:1]1([N:10]2[C:19]3[N:18]=[CH:17][N:16]=[C:14]([OH:15])[C:13]=3[N:12]=[CH:11]2)[O:9][C@H:6]([CH2:7][OH:8])[C@@H:4]([OH:5])[C@H:2]1[OH:3].[C:20](Cl)(=[O:36])[CH2:21][CH2:22][CH2:23][CH2:24][CH2:25][CH2:26][CH2:27][CH2:28][CH2:29][CH2:30][CH2:31][CH2:32][CH2:33][CH2:34][CH3:35].